Task: Regression. Given two drug SMILES strings and cell line genomic features, predict the synergy score measuring deviation from expected non-interaction effect.. Dataset: NCI-60 drug combinations with 297,098 pairs across 59 cell lines (1) Drug 1: CS(=O)(=O)C1=CC(=C(C=C1)C(=O)NC2=CC(=C(C=C2)Cl)C3=CC=CC=N3)Cl. Drug 2: C1C(C(OC1N2C=NC3=C(N=C(N=C32)Cl)N)CO)O. Cell line: SF-268. Synergy scores: CSS=-8.82, Synergy_ZIP=1.69, Synergy_Bliss=-2.54, Synergy_Loewe=-9.21, Synergy_HSA=-7.16. (2) Drug 1: CC1=C(C(=CC=C1)Cl)NC(=O)C2=CN=C(S2)NC3=CC(=NC(=N3)C)N4CCN(CC4)CCO. Cell line: MALME-3M. Synergy scores: CSS=-1.44, Synergy_ZIP=2.79, Synergy_Bliss=4.87, Synergy_Loewe=-0.778, Synergy_HSA=0.0700. Drug 2: C1=CN(C=N1)CC(O)(P(=O)(O)O)P(=O)(O)O. (3) Drug 1: CC1=C(C=C(C=C1)NC(=O)C2=CC=C(C=C2)CN3CCN(CC3)C)NC4=NC=CC(=N4)C5=CN=CC=C5. Drug 2: C1=NC2=C(N=C(N=C2N1C3C(C(C(O3)CO)O)F)Cl)N. Cell line: HL-60(TB). Synergy scores: CSS=1.09, Synergy_ZIP=11.4, Synergy_Bliss=5.07, Synergy_Loewe=-65.1, Synergy_HSA=-11.0. (4) Drug 1: CCCCCOC(=O)NC1=NC(=O)N(C=C1F)C2C(C(C(O2)C)O)O. Drug 2: CCC1=C2CN3C(=CC4=C(C3=O)COC(=O)C4(CC)O)C2=NC5=C1C=C(C=C5)O. Cell line: MOLT-4. Synergy scores: CSS=48.1, Synergy_ZIP=2.46, Synergy_Bliss=2.59, Synergy_Loewe=-52.4, Synergy_HSA=0.767. (5) Drug 1: C1=CC(=C2C(=C1NCCNCCO)C(=O)C3=C(C=CC(=C3C2=O)O)O)NCCNCCO. Cell line: SNB-19. Synergy scores: CSS=51.4, Synergy_ZIP=3.62, Synergy_Bliss=5.58, Synergy_Loewe=-35.0, Synergy_HSA=5.43. Drug 2: C1CN(P(=O)(OC1)NCCCl)CCCl.